This data is from Reaction yield outcomes from USPTO patents with 853,638 reactions. The task is: Predict the reaction yield, written as a fraction of the theoretical maximum amount of product (1.0 means a 100% yield; for example, 0.34 means a 34% yield). (1) The reactants are [OH:1][CH:2]([C:4]1[CH:9]=[CH:8][C:7]([CH:10]2[C:14]3[C:15]([CH3:29])=[C:16]([NH:21][C:22](=[O:28])[CH2:23][C:24]([CH3:27])([CH3:26])[CH3:25])[C:17]([CH3:20])=[C:18]([CH3:19])[C:13]=3[O:12][CH2:11]2)=[CH:6][CH:5]=1)[CH3:3].C1COCC1.C(OC(C)C)(C)C. No catalyst specified. The product is [C:2]([C:4]1[CH:9]=[CH:8][C:7]([CH:10]2[C:14]3[C:15]([CH3:29])=[C:16]([NH:21][C:22](=[O:28])[CH2:23][C:24]([CH3:26])([CH3:25])[CH3:27])[C:17]([CH3:20])=[C:18]([CH3:19])[C:13]=3[O:12][CH2:11]2)=[CH:6][CH:5]=1)(=[O:1])[CH3:3]. The yield is 0.650. (2) The reactants are [C:1]([N:8]1[CH2:12][CH2:11][C:10](=[O:13])[CH2:9]1)([O:3][C:4]([CH3:7])([CH3:6])[CH3:5])=[O:2].CO[CH:16](OC)[N:17]([CH3:19])[CH3:18]. The catalyst is CN(C)C=O. The product is [C:4]([O:3][C:1]([N:8]1[CH2:9][C:10](=[O:13])/[C:11](=[CH:16]\[N:17]([CH3:19])[CH3:18])/[CH2:12]1)=[O:2])([CH3:7])([CH3:6])[CH3:5]. The yield is 0.900. (3) The reactants are O[C:2]1[CH:3]=[C:4]([C:13]([O:15][CH2:16][CH3:17])=[O:14])[CH:5]=[C:6]([CH:12]=1)[C:7]([O:9][CH2:10][CH3:11])=[O:8].O=[N+]([O-])[O-].[O-][N+](=O)[O-].[O-][N+](=O)[O-].[O-][N+](=O)[O-].[O-][N+](=O)[O-].[O-][N+](=O)[O-].[Ce+4].[NH4+].[NH4+].C[C:46](O)=[O:47]. The catalyst is O. The product is [CH:46]([C:2]1[CH:3]=[C:4]([C:13]([O:15][CH2:16][CH3:17])=[O:14])[CH:5]=[C:6]([CH:12]=1)[C:7]([O:9][CH2:10][CH3:11])=[O:8])=[O:47]. The yield is 0.990. (4) The reactants are C1(C)C=CC=CC=1.CC(C[Al]CC(C)C)C.[Cl:17][C:18]1[N:27]=[C:26]([C:28]2[CH:33]=[CH:32][CH:31]=[C:30]([Cl:34])[CH:29]=2)[C:25]2[C:20](=[CH:21][CH:22]=[C:23]([C:35]([C:37]3[N:41]([CH3:42])[CH:40]=[N:39][CH:38]=3)=[O:36])[CH:24]=2)[N:19]=1. The catalyst is C1COCC1. The product is [Cl:17][C:18]1[N:27]=[C:26]([C:28]2[CH:33]=[CH:32][CH:31]=[C:30]([Cl:34])[CH:29]=2)[C:25]2[C:20](=[CH:21][CH:22]=[C:23]([CH:35]([C:37]3[N:41]([CH3:42])[CH:40]=[N:39][CH:38]=3)[OH:36])[CH:24]=2)[N:19]=1. The yield is 0.860. (5) The reactants are C([O:8][C:9]1[CH:14]=[C:13]([F:15])[CH:12]=[CH:11][C:10]=1[C:16]1[C:25]([CH3:26])=[CH:24][C:23]([N+:27]([O-])=O)=[CH:22][C:17]=1[C:18]([O:20][CH3:21])=[O:19])C1C=CC=CC=1. The catalyst is CO.O1CCCC1.[Pd]. The product is [NH2:27][C:23]1[CH:24]=[C:25]([CH3:26])[C:16]([C:10]2[CH:11]=[CH:12][C:13]([F:15])=[CH:14][C:9]=2[OH:8])=[C:17]([CH:22]=1)[C:18]([O:20][CH3:21])=[O:19]. The yield is 0.640. (6) The reactants are [OH:1][C:2]1[CH:3]=[CH:4][C:5]2[N:9]=[C:8]([CH2:10][O:11][C:12]3[CH:13]=[C:14]([CH:19]=[CH:20][CH:21]=3)[C:15]([O:17][CH3:18])=[O:16])[N:7]([CH3:22])[C:6]=2[CH:23]=1.[Br:24][C:25]1[C:26](F)=[N:27][CH:28]=[C:29]([F:31])[CH:30]=1.N1C2C(=CC=C3C=2N=CC=C3)C=CC=1.C(=O)([O-])[O-].[Cs+].[Cs+]. The catalyst is [Cu](I)I.CN(C=O)C. The product is [Br:24][C:25]1[C:26]([O:1][C:2]2[CH:3]=[CH:4][C:5]3[N:9]=[C:8]([CH2:10][O:11][C:12]4[CH:13]=[C:14]([CH:19]=[CH:20][CH:21]=4)[C:15]([O:17][CH3:18])=[O:16])[N:7]([CH3:22])[C:6]=3[CH:23]=2)=[N:27][CH:28]=[C:29]([F:31])[CH:30]=1. The yield is 0.540. (7) The reactants are I[C:2]1[CH:7]=[CH:6][N:5]=[C:4]([N:8]2[CH2:13][CH2:12][N:11]([CH2:14][C:15]3[CH:20]=[CH:19][CH:18]=[CH:17][CH:16]=3)[CH2:10][CH2:9]2)[C:3]=1[C:21]([O:23][CH:24]([CH3:26])[CH3:25])=[O:22].C(=O)([O-])[O-].[K+].[K+].C(O)CO.[CH3:37][O:38][C:39]1[CH:44]=[CH:43][CH:42]=[CH:41][C:40]=1[SH:45]. The catalyst is CS(C)=O.[Cu]I.C(O)(C)C. The product is [CH3:37][O:38][C:39]1[CH:44]=[CH:43][CH:42]=[CH:41][C:40]=1[S:45][C:2]1[CH:7]=[CH:6][N:5]=[C:4]([N:8]2[CH2:13][CH2:12][N:11]([CH2:14][C:15]3[CH:20]=[CH:19][CH:18]=[CH:17][CH:16]=3)[CH2:10][CH2:9]2)[C:3]=1[C:21]([O:23][CH:24]([CH3:26])[CH3:25])=[O:22]. The yield is 0.740. (8) The reactants are [Cl:1][C:2]1[N:11]=[CH:10][C:9]2[NH:8][C:7](=[O:12])[C@H:6]([CH2:13][CH3:14])[N:5]([CH:15]([CH3:17])[CH3:16])[C:4]=2[N:3]=1.[C:18]1(C)C=CC(S(OC)(=O)=O)=CC=1.C(=O)([O-])[O-].[K+].[K+]. The catalyst is CC(C)=O. The product is [Cl:1][C:2]1[N:11]=[CH:10][C:9]2[N:8]([CH3:18])[C:7](=[O:12])[C@H:6]([CH2:13][CH3:14])[N:5]([CH:15]([CH3:16])[CH3:17])[C:4]=2[N:3]=1. The yield is 0.810. (9) The reactants are C(OC([N:8]1[CH2:13][CH:12]=[C:11]([C:14]2[C:19]([CH:20]3[CH2:23][N:22]([C:24]([C:26]4[NH:30][C:29]5[CH:31]=[CH:32][CH:33]=[CH:34][C:28]=5[N:27]=4)=[O:25])[CH2:21]3)=[N:18][CH:17]=[CH:16][N:15]=2)[CH2:10][CH2:9]1)=O)(C)(C)C.[ClH:35]. The catalyst is CO. The product is [ClH:35].[NH:27]1[C:28]2[CH:34]=[CH:33][CH:32]=[CH:31][C:29]=2[N:30]=[C:26]1[C:24]([N:22]1[CH2:21][CH:20]([C:19]2[C:14]([C:11]3[CH2:12][CH2:13][NH:8][CH2:9][CH:10]=3)=[N:15][CH:16]=[CH:17][N:18]=2)[CH2:23]1)=[O:25]. The yield is 1.00. (10) The reactants are C(OC(=O)[NH:7][C@H:8]1[CH2:13][CH2:12][C@H:11]([CH2:14][CH2:15][N:16]2[CH2:21][CH2:20][N:19]([C:22]3[C:27]4[CH:28]=[CH:29][S:30][C:26]=4[CH:25]=[CH:24][N:23]=3)[CH2:18][CH2:17]2)[CH2:10][CH2:9]1)(C)(C)C.[ClH:32].CCOC(C)=O. The catalyst is CO. The product is [ClH:32].[ClH:32].[ClH:32].[S:30]1[C:26]2[CH:25]=[CH:24][N:23]=[C:22]([N:19]3[CH2:20][CH2:21][N:16]([CH2:15][CH2:14][C@H:11]4[CH2:12][CH2:13][C@H:8]([NH2:7])[CH2:9][CH2:10]4)[CH2:17][CH2:18]3)[C:27]=2[CH:28]=[CH:29]1. The yield is 0.940.